Predict the reactants needed to synthesize the given product. From a dataset of Full USPTO retrosynthesis dataset with 1.9M reactions from patents (1976-2016). (1) Given the product [CH3:1][O:2][N:3]([CH3:21])[C:4]([C@H:6]1[CH2:10][N:9]([C:11]([O:13][C:14]([CH3:17])([CH3:15])[CH3:16])=[O:12])[CH2:8][C@@H:7]1[C:18]([O:20][C:22]([CH3:25])([CH3:24])[CH3:23])=[O:19])=[O:5], predict the reactants needed to synthesize it. The reactants are: [CH3:1][O:2][N:3]([CH3:21])[C:4]([C@H:6]1[CH2:10][N:9]([C:11]([O:13][C:14]([CH3:17])([CH3:16])[CH3:15])=[O:12])[CH2:8][C@@H:7]1[C:18]([O-:20])=[O:19])=[O:5].[C:22](OC(O[C:22]([CH3:25])([CH3:24])[CH3:23])N(C)C)([CH3:25])([CH3:24])[CH3:23]. (2) Given the product [CH2:13]([N:3]([CH2:1][CH3:2])[C:4](=[O:12])[C:5]1[C:10]([Si:16]([CH2:21][CH3:22])([CH2:19][CH3:20])[CH2:17][CH3:18])=[CH:9][CH:8]=[CH:7][C:6]=1[Cl:11])[CH3:14], predict the reactants needed to synthesize it. The reactants are: [CH2:1]([N:3]([CH2:13][CH3:14])[C:4](=[O:12])[C:5]1[CH:10]=[CH:9][CH:8]=[CH:7][C:6]=1[Cl:11])[CH3:2].Cl[Si:16]([CH2:21][CH3:22])([CH2:19][CH3:20])[CH2:17][CH3:18]. (3) The reactants are: [Br:1][C:2]1[CH:3]=[C:4]([CH:12]=[CH:13][CH:14]=1)[O:5][CH:6]1[CH2:11][CH2:10][NH:9][CH2:8][CH2:7]1.[CH2:15]=O. Given the product [Br:1][C:2]1[CH:3]=[C:4]([CH:12]=[CH:13][CH:14]=1)[O:5][CH:6]1[CH2:7][CH2:8][N:9]([CH3:15])[CH2:10][CH2:11]1, predict the reactants needed to synthesize it. (4) Given the product [N:13]1[CH:14]=[CH:15][CH:16]=[C:11]([N:9]2[CH:10]=[C:6]([C:4](=[O:5])[CH3:18])[CH:7]=[N:8]2)[CH:12]=1, predict the reactants needed to synthesize it. The reactants are: CON(C)[C:4]([C:6]1[CH:7]=[N:8][N:9]([C:11]2[CH:12]=[N:13][CH:14]=[CH:15][CH:16]=2)[CH:10]=1)=[O:5].[CH3:18][Mg]Cl.[Cl-].[NH4+].